This data is from Full USPTO retrosynthesis dataset with 1.9M reactions from patents (1976-2016). The task is: Predict the reactants needed to synthesize the given product. (1) Given the product [CH2:17]([O:16][C:14]([NH:3][C:2]([CH3:4])([C:5]([OH:7])=[O:6])[CH3:1])=[O:15])[C:18]1[CH:23]=[CH:22][CH:21]=[CH:20][CH:19]=1, predict the reactants needed to synthesize it. The reactants are: [CH3:1][C:2]([C:5]([OH:7])=[O:6])([CH3:4])[NH2:3].C([O-])([O-])=O.[Na+].[Na+].[C:14](Cl)([O:16][CH2:17][C:18]1[CH:23]=[CH:22][CH:21]=[CH:20][CH:19]=1)=[O:15]. (2) Given the product [CH:4]([O:5][C:6]1[CH:7]=[C:8]([CH2:16][O:17][Si:18]([CH:22]([CH3:24])[CH3:23])([CH:19]([CH3:21])[CH3:20])[CH:25]([CH3:26])[CH3:27])[CH:9]=[CH:10][C:11]=1[O:12][CH:13]([F:14])[F:15])=[CH2:3], predict the reactants needed to synthesize it. The reactants are: [Cl-].Cl[CH2:3][CH2:4][O:5][C:6]1[CH:7]=[C:8]([CH2:16][O:17][Si:18]([CH:25]([CH3:27])[CH3:26])([CH:22]([CH3:24])[CH3:23])[CH:19]([CH3:21])[CH3:20])[CH:9]=[CH:10][C:11]=1[O:12][CH:13]([F:15])[F:14].[OH-].[Na+].N1C(C)=CC=CC=1C.O([Si](C(C)C)(C(C)C)C(C)C)S(C(F)(F)F)(=O)=O.C([O-])(O)=O.[Na+]. (3) Given the product [CH3:11][O:12][C:13]1[CH:18]=[CH:17][C:16]([O:19][C:2]2[CH:7]=[CH:6][C:5]([C:8](=[O:10])[CH3:9])=[CH:4][CH:3]=2)=[CH:15][CH:14]=1, predict the reactants needed to synthesize it. The reactants are: F[C:2]1[CH:7]=[CH:6][C:5]([C:8](=[O:10])[CH3:9])=[CH:4][CH:3]=1.[CH3:11][O:12][C:13]1[CH:18]=[CH:17][C:16]([OH:19])=[CH:15][CH:14]=1.C([O-])([O-])=O.[K+].[K+].CO. (4) Given the product [CH2:1]([C:7]1[CH:12]=[CH:11][C:10]([O:13][C:14]2[CH:19]=[CH:18][CH:17]=[CH:16][CH:15]=2)=[C:9]([OH:20])[CH:8]=1)[CH2:2][CH2:3][CH2:4][CH2:5][CH3:6], predict the reactants needed to synthesize it. The reactants are: [CH2:1]([C:7]1[CH:12]=[CH:11][C:10]([O:13][C:14]2[CH:19]=[CH:18][CH:17]=[CH:16][CH:15]=2)=[C:9]([O:20]C)[CH:8]=1)[CH2:2][CH2:3][CH2:4][CH2:5][CH3:6].ClC1C=CC(OC2C=CC=CC=2)=C(OC)C=1.B(Br)(Br)Br. (5) Given the product [F:1][C:2]1[C:31]([F:32])=[CH:30][CH:29]=[CH:28][C:3]=1[CH2:4][N:5]1[C:9]2=[N:10][C:11]([CH3:14])=[N:12][CH:13]=[C:8]2[C:7]([C:15]2[N:16]=[CH:17][C:18]3[C:23]([CH3:25])([CH3:24])[C:22](=[O:26])[NH:21][C:19]=3[N:20]=2)=[N:6]1, predict the reactants needed to synthesize it. The reactants are: [F:1][C:2]1[C:31]([F:32])=[CH:30][CH:29]=[CH:28][C:3]=1[CH2:4][N:5]1[C:9]2=[N:10][C:11]([CH3:14])=[N:12][CH:13]=[C:8]2[C:7]([C:15]2[N:16]=[C:17](I)[C:18]3[C:23]([CH3:25])([CH3:24])[C:22](=[O:26])[NH:21][C:19]=3[N:20]=2)=[N:6]1. (6) The reactants are: [CH2:1]([O:3][C:4](=[O:19])/[C:5](/[C:11]1[CH:16]=[CH:15][C:14](SC)=[CH:13][CH:12]=1)=[CH:6]/[CH2:7][CH:8]([CH3:10])[CH3:9])[CH3:2].O[O:21][S:22]([O-:24])=O.[K+].[CH3:26]O. Given the product [CH2:1]([O:3][C:4](=[O:19])/[C:5](/[C:11]1[CH:12]=[CH:13][C:14]([S:22]([CH3:26])(=[O:24])=[O:21])=[CH:15][CH:16]=1)=[CH:6]/[CH2:7][CH:8]([CH3:10])[CH3:9])[CH3:2], predict the reactants needed to synthesize it. (7) Given the product [F:1][C:2]([F:39])([F:38])[C:3]1[CH:4]=[C:5]([CH:31]=[C:32]([C:34]([F:37])([F:36])[F:35])[CH:33]=1)[CH2:6][N:7]([CH2:8][C:9]1[C:10]([N:16]([CH2:20][CH:21]2[CH2:23][CH2:22]2)[CH2:17][CH2:18][CH3:19])=[N:11][CH:12]=[C:13]([Cl:15])[CH:14]=1)[C:24]1[N:29]=[CH:28][C:27]([N:67]2[CH2:72][CH2:71][O:70][CH2:69][CH2:68]2)=[CH:26][N:25]=1, predict the reactants needed to synthesize it. The reactants are: [F:1][C:2]([F:39])([F:38])[C:3]1[CH:4]=[C:5]([CH:31]=[C:32]([C:34]([F:37])([F:36])[F:35])[CH:33]=1)[CH2:6][N:7]([C:24]1[N:29]=[CH:28][C:27](Br)=[CH:26][N:25]=1)[CH2:8][C:9]1[C:10]([N:16]([CH2:20][CH:21]2[CH2:23][CH2:22]2)[CH2:17][CH2:18][CH3:19])=[N:11][CH:12]=[C:13]([Cl:15])[CH:14]=1.CC(C)([O-])C.[Na+].C(P(C(C)(C)C)C1C=CC=CC=1C1C=CC=CC=1)(C)(C)C.[NH:67]1[CH2:72][CH2:71][O:70][CH2:69][CH2:68]1.